Dataset: Full USPTO retrosynthesis dataset with 1.9M reactions from patents (1976-2016). Task: Predict the reactants needed to synthesize the given product. (1) Given the product [N+:1]([C:4]1[CH:5]=[C:6]([CH2:7][OH:8])[CH:10]=[C:11]([C:13]([F:14])([F:15])[F:16])[CH:12]=1)([O-:3])=[O:2], predict the reactants needed to synthesize it. The reactants are: [N+:1]([C:4]1[CH:5]=[C:6]([CH:10]=[C:11]([C:13]([F:16])([F:15])[F:14])[CH:12]=1)[C:7](O)=[O:8])([O-:3])=[O:2].O1CCCC1. (2) Given the product [CH3:1][O:2][C:3](=[O:17])[CH:4]=[CH:5][C:6]1[CH:11]=[CH:10][C:9]([I:19])=[CH:8][C:7]=1[C:13]([F:16])([F:15])[F:14], predict the reactants needed to synthesize it. The reactants are: [CH3:1][O:2][C:3](=[O:17])[CH:4]=[CH:5][C:6]1[CH:11]=[CH:10][C:9](Br)=[CH:8][C:7]=1[C:13]([F:16])([F:15])[F:14].[Na+].[I-:19].CNCCNC.O.[Cl-].[Na+].O. (3) The reactants are: Cl.[NH2:2][CH2:3][C:4]1[CH:9]=[CH:8][C:7]([NH:10][S:11]([CH3:14])(=[O:13])=[O:12])=[C:6]([F:15])[CH:5]=1.[Cl:16][C:17]1[N:22]=[CH:21][C:20]([CH:23]=[CH:24][C:25](O)=[O:26])=[C:19]([C:28]([F:31])([F:30])[F:29])[CH:18]=1. Given the product [Cl:16][C:17]1[N:22]=[CH:21][C:20]([CH:23]=[CH:24][C:25]([NH:2][CH2:3][C:4]2[CH:5]=[C:6]([F:15])[C:7]([NH:10][S:11]([CH3:14])(=[O:13])=[O:12])=[CH:8][CH:9]=2)=[O:26])=[C:19]([C:28]([F:31])([F:29])[F:30])[CH:18]=1, predict the reactants needed to synthesize it. (4) The reactants are: O=[C:2]([CH2:25][CH3:26])[CH:3]([C:16]1[CH:24]=[CH:23][CH:22]=[CH:21][C:17]=1[C:18](O)=[O:19])[C:4](=[O:15])[NH:5][C@H:6]([C:9]1[CH:14]=[CH:13][CH:12]=[CH:11][CH:10]=1)[CH2:7][CH3:8].[NH2:27][C:28]1[CH:33]=[CH:32][CH:31]=[CH:30][CH:29]=1. Given the product [C:9]1([C@@H:6]([NH:5][C:4]([C:3]2[C:16]3[C:17](=[CH:21][CH:22]=[CH:23][CH:24]=3)[C:18](=[O:19])[N:27]([C:28]3[CH:33]=[CH:32][CH:31]=[CH:30][CH:29]=3)[C:2]=2[CH2:25][CH3:26])=[O:15])[CH2:7][CH3:8])[CH:10]=[CH:11][CH:12]=[CH:13][CH:14]=1, predict the reactants needed to synthesize it. (5) Given the product [F:32][C:2]([F:1])([F:31])[C:3]([C:9]1[CH:30]=[CH:29][C:12]([CH2:13][N:14]2[CH2:19][CH2:18][CH:17]([NH:20][CH3:21])[CH2:16][CH2:15]2)=[CH:11][CH:10]=1)([OH:8])[C:4]([F:7])([F:6])[F:5], predict the reactants needed to synthesize it. The reactants are: [F:1][C:2]([F:32])([F:31])[C:3]([C:9]1[CH:30]=[CH:29][C:12]([CH2:13][N:14]2[CH2:19][CH2:18][CH:17]([N:20](C)[C:21](=O)OC(C)(C)C)[CH2:16][CH2:15]2)=[CH:11][CH:10]=1)([OH:8])[C:4]([F:7])([F:6])[F:5].FC(F)(F)C(O)=O. (6) Given the product [F:2][C:3]1[CH:11]=[C:10]2[C:6]([C:7]([C:21]3[CH:22]=[N:23][N:24]([CH:26]4[CH2:31][CH2:30][N:29]([C:32](=[O:36])[CH:33]([CH3:35])[CH3:34])[CH2:28][CH2:27]4)[CH:25]=3)=[CH:8][N:9]2[S:12]([C:15]2[CH:16]=[CH:17][CH:18]=[CH:19][CH:20]=2)(=[O:13])=[O:14])=[CH:5][CH:4]=1, predict the reactants needed to synthesize it. The reactants are: Cl.[F:2][C:3]1[CH:11]=[C:10]2[C:6]([C:7]([C:21]3[CH:22]=[N:23][N:24]([CH:26]4[CH2:31][CH2:30][NH:29][CH2:28][CH2:27]4)[CH:25]=3)=[CH:8][N:9]2[S:12]([C:15]2[CH:20]=[CH:19][CH:18]=[CH:17][CH:16]=2)(=[O:14])=[O:13])=[CH:5][CH:4]=1.[C:32](O)(=[O:36])[CH:33]([CH3:35])[CH3:34].